Dataset: Catalyst prediction with 721,799 reactions and 888 catalyst types from USPTO. Task: Predict which catalyst facilitates the given reaction. (1) Reactant: [CH3:1][S:2]1(=[O:13])[C:7]2[CH:8]=[CH:9][CH:10]=[CH:11][C:6]=2[N:5]=[C:4]([CH3:12])[N:3]=1.[N+:14]([O-])([O-:16])=[O:15].[K+].C([O-])([O-])=O.[K+].[K+]. Product: [CH3:1][S:2]1(=[O:13])[C:7]2[CH:8]=[C:9]([N+:14]([O-:16])=[O:15])[CH:10]=[CH:11][C:6]=2[N:5]=[C:4]([CH3:12])[N:3]=1. The catalyst class is: 82. (2) Reactant: [CH3:16][C:11]1([CH3:17])[C:12]([CH3:15])([CH3:14])[O:13][B:9]([B:9]2[O:13][C:12]([CH3:15])([CH3:14])[C:11]([CH3:17])([CH3:16])[O:10]2)[O:10]1.C([O-])(=O)C.[K+].FC(F)(F)S([O:29][C:30]1[CH2:35][CH2:34][CH2:33][C:32](=O)[CH:31]=1)(=O)=O.B(O)O. Product: [CH3:15][C:12]1([CH3:14])[C:11]([CH3:16])([CH3:17])[O:10][B:9]([C:32]2[CH2:33][CH2:34][CH2:35][C:30](=[O:29])[CH:31]=2)[O:13]1. The catalyst class is: 368. (3) Reactant: [I:1][C:2]1[CH:6]=[CH:5][N:4]([C:7]2[CH:12]=[CH:11][N:10]=[C:9]([C:13]([OH:15])=O)[CH:8]=2)[N:3]=1.C(Cl)CCl.C1C=CC2N(O)N=[N:26]C=2C=1.[NH4+].[Cl-].C(N(CC)CC)C. Product: [I:1][C:2]1[CH:6]=[CH:5][N:4]([C:7]2[CH:12]=[CH:11][N:10]=[C:9]([C:13]([NH2:26])=[O:15])[CH:8]=2)[N:3]=1. The catalyst class is: 3. (4) Reactant: [C:1]([O:5][C:6]([N:8]1[CH2:13][CH2:12][CH:11]([C:14]([NH:16][C:17]2[CH:32]=[CH:31][C:30](I)=[CH:29][C:18]=2[C:19]([NH:21][C:22]2[CH:27]=[CH:26][C:25]([Cl:28])=[CH:24][N:23]=2)=[O:20])=[O:15])[CH2:10][CH2:9]1)=[O:7])([CH3:4])([CH3:3])[CH3:2].C(N(CC)CC)C.[C:41]([O:45][CH3:46])(=[O:44])[CH:42]=[CH2:43]. Product: [C:1]([O:5][C:6]([N:8]1[CH2:13][CH2:12][CH:11]([C:14]([NH:16][C:17]2[CH:32]=[CH:31][C:30](/[CH:43]=[CH:42]/[C:41]([O:45][CH3:46])=[O:44])=[CH:29][C:18]=2[C:19]([NH:21][C:22]2[CH:27]=[CH:26][C:25]([Cl:28])=[CH:24][N:23]=2)=[O:20])=[O:15])[CH2:10][CH2:9]1)=[O:7])([CH3:4])([CH3:3])[CH3:2]. The catalyst class is: 524. (5) The catalyst class is: 3. Reactant: [F:1][C:2]([F:15])([F:14])[C:3]([NH:5][C:6]1[CH:11]=[CH:10][C:9]([Cl:12])=[CH:8][C:7]=1[OH:13])=[O:4].Br[CH2:17][C:18]1[CH:27]=[CH:26][C:21]([C:22]([O:24][CH3:25])=[O:23])=[CH:20][CH:19]=1.C(=O)([O-])[O-].[K+].[K+].Cl. Product: [F:15][C:2]([F:1])([F:14])[C:3]([NH:5][C:6]1[CH:11]=[CH:10][C:9]([Cl:12])=[CH:8][C:7]=1[O:13][CH2:17][C:18]1[CH:27]=[CH:26][C:21]([C:22]([O:24][CH3:25])=[O:23])=[CH:20][CH:19]=1)=[O:4]. (6) Product: [C:11]([NH:15][C:7](=[O:8])[C:4]1[CH:5]=[CH:6][C:1]([CH3:10])=[CH:2][CH:3]=1)([CH3:14])([CH3:13])[CH3:12]. Reactant: [C:1]1([CH3:10])[CH:6]=[CH:5][C:4]([C:7](Cl)=[O:8])=[CH:3][CH:2]=1.[C:11]([NH2:15])([CH3:14])([CH3:13])[CH3:12].O. The catalyst class is: 2.